This data is from Forward reaction prediction with 1.9M reactions from USPTO patents (1976-2016). The task is: Predict the product of the given reaction. Given the reactants Br[C:2]1[CH:3]=[C:4]2[C:8](=[CH:9][CH:10]=1)[CH2:7][C@H:6]([CH2:11][OH:12])[CH2:5]2.[C:13](=[O:20])([O:15][C:16]([CH3:19])([CH3:18])[CH3:17])[NH2:14].C(=O)([O-])[O-].[K+].[K+], predict the reaction product. The product is: [C:16]([O:15][C:13](=[O:20])[NH:14][C:2]1[CH:3]=[C:4]2[C:8](=[CH:9][CH:10]=1)[CH2:7][C@H:6]([CH2:11][OH:12])[CH2:5]2)([CH3:19])([CH3:18])[CH3:17].